This data is from Experimentally validated miRNA-target interactions with 360,000+ pairs, plus equal number of negative samples. The task is: Binary Classification. Given a miRNA mature sequence and a target amino acid sequence, predict their likelihood of interaction. (1) The miRNA is mmu-miR-223-3p with sequence UGUCAGUUUGUCAAAUACCCCA. The protein sequence of the target gene is MASKVSPSCRLVFCLLISAAVLRPGLGWYTVNSAYGDTIVMPCRLDVPQNLMFGKWKYEKPDGSPVFIAFRSSTKKSVQYDDVPEYKDRLSLSENYTLSIANAKISDEKRFVCMLVTEDNVFEAPTLVKVFKQPSKPEIVNKAPFLETDQLKKLGDCISRDSYPDGNITWYRNGKVLQPVEGEVAILFKKEIDPGTQLYTVTSSLEYKTTRSDIQMPFTCSVTYYGPSGQKTIYSEQEIFDIYYPTEQVTIQVLPPKNAIKEGDNITLQCLGNGNPPPEEFMFYLPGQPEGIRSSNTYTL.... Result: 0 (no interaction). (2) The miRNA is mmu-miR-5134-5p with sequence UUGGCAGAAAGGGCAGCUGUG. The protein sequence of the target gene is MASKIGSRRWMLQLIMQLGSVLLTRCPFWGCFSQLMLYAERAEARRKPDIPVPYLYFDMGAAVLCASFMSFGVKRRWFALGAALQLAISTYTAYIGGYVHYGDWLKVRMYSRTVAIIGGFLVLASGAGELYRRKPRSRSLQSTGQVFLGIYLICVAYSLQHSKEDRLAYLNHLPGGELMVQLFFVLYGVLALAFLSGYYVTLAAQILAVLLPPVMLLIDGNVSYWHNTRRVEFWNQMKLLGESVGIFGAAVILATDG. Result: 0 (no interaction). (3) The miRNA is hsa-miR-6893-5p with sequence CAGGCAGGUGUAGGGUGGAGC. Result: 1 (interaction). The protein sequence of the target gene is MNLTEDCMVFEDVAIYFSQEEWGILNDAQRHLHSNVMLENFALLSSVGCWHGAKDEEVPSKQCVSVRVLQVTIPKPALSTLKAQPCKMCSSILKDILHLAEHDGTHPEQGLYTCAAEHDLHQKEQIREKLTRSDEWRPSFVNHSAHVGERNFTCTQGGKDFTASSDLLQQQVLNSGWKLYRDTQDGEAFQGEQNDFNSSQGGKDFCHQHGLFEHQKTHNGERPYEFSECGELFRYNSNLIKYQQNHAGERPYEGTEYGKTFIRKSNLVQHQKIHSEGFLSKRSDPIEHQEILSRPTPYEC.... (4) The miRNA is hsa-miR-210-3p with sequence CUGUGCGUGUGACAGCGGCUGA. The protein sequence of the target gene is MSKRLRSSEVCADCSGPDPSWASVNRGTFLCDECCSVHRSLGRHISQVRHLKHTPWPPTLLQMVETLYNNGANSIWEHSLLDPASIMSGRRKANPQDKVHPNKAEFIRAKYQMLAFVHRLPCRDDDSVTAKDLSKQLHSSVRTGNLETCLRLLSLGAQANFFHPEKGNTPLHVASKAGQILQAELLAVYGADPGTQDSSGKTPVDYARQGGHHELAERLVEIQYELTDRLAFYLCGRKPDHKNGQHFIIPQMADSSLDLSELAKAAKKKLQSLSNHLFEELAMDVYDEVDRRETDAVWLA.... Result: 1 (interaction). (5) The miRNA is hsa-miR-4791 with sequence UGGAUAUGAUGACUGAAA. The protein sequence of the target gene is MAVARVDAALPPGEGSVVNWSGQGLQKLGPNLPCEADIHTLILDKNQIIKLENLEKCKRLIQLSVANNRLVRMMGVAKLTLLRVLNLPHNSIGCVEGLKELVHLEWLNLAGNNLKAMEQINSCTALQHLDLSDNNISQIGDLSKLVSLKTLLLHGNIITSLRMAPAYLPRSLAILSLAENEIRDLNEISFLASLTELEQLSIMNNPCVMATPSIPGFDYRPYIVSWCLNLRVLDGYVISQKESLKAEWLYSQGKGRAYRPGQHIQLVQYLATVCPLTSTLGLQTAEDAKLEKILSKQRFH.... Result: 1 (interaction). (6) The miRNA is mmu-miR-3966 with sequence AGCUGCCAGCUGUAGAACUGU. The protein sequence of the target gene is MWLPWALLLLWVPGCFALSKCRTVAGPVGGSLSVQCPYEKEHRTLNKYWCRPPQIFLCDKIVETKGSAGKRNGRVSIRDSPANLSFTVTLENLTEEDAGTYWCGVDTPWLRDFHDPVVEVEVSVFPASTSMTPASITAAKTSTITTAFPPVSSTTLFAVGATHSASIQEETEEVVNSQLPLLLSLLALLLLLLVGASLLAWRMFQKWIKAGDHSELSQNPKQAATQSELHYANLELLMWPLQEKPAPPREVEVEYSTVASPREELHYASVVFDSNTNRIAAQRPREEEPDSDYSVIRKT. Result: 0 (no interaction).